Dataset: Human liver microsome stability data. Task: Regression/Classification. Given a drug SMILES string, predict its absorption, distribution, metabolism, or excretion properties. Task type varies by dataset: regression for continuous measurements (e.g., permeability, clearance, half-life) or binary classification for categorical outcomes (e.g., BBB penetration, CYP inhibition). Dataset: hlm. The drug is COc1cc(-n2cnc3cc(-c4ccc(Cl)cc4)sc3c2=O)ccc1OCCN1CCCC1. The result is 0 (unstable in human liver microsomes).